This data is from Forward reaction prediction with 1.9M reactions from USPTO patents (1976-2016). The task is: Predict the product of the given reaction. (1) Given the reactants CN(C)C=O.C(N(CC)CC)C.[CH3:13][Si:14]([C:17]#[CH:18])([CH3:16])[CH3:15].[CH3:19][N:20]([CH3:31])[CH:21]=[N:22][C:23]1[CH:28]=[CH:27][C:26](I)=[CH:25][C:24]=1[CH3:30], predict the reaction product. The product is: [CH3:19][N:20]([CH3:31])[CH:21]=[N:22][C:23]1[CH:28]=[CH:27][C:26]([C:18]#[C:17][Si:14]([CH3:16])([CH3:15])[CH3:13])=[CH:25][C:24]=1[CH3:30]. (2) Given the reactants Cl.[Si]([O:9][CH2:10][C:11]1[CH:12]=[C:13]2[C:18](=[N:19][C:20]=1[CH:21](OC)[O:22]C)[N:17]([C:26]([NH:28][C:29]1[CH:34]=[C:33]([NH:35][CH2:36][C:37]([OH:43])([CH3:42])[CH2:38][N:39]([CH3:41])[CH3:40])[C:32]([C:44]#[N:45])=[CH:31][N:30]=1)=[O:27])[CH2:16][CH2:15][CH2:14]2)(C(C)(C)C)(C)C.C([O-])(O)=O.[Na+], predict the reaction product. The product is: [C:44]([C:32]1[C:33]([NH:35][CH2:36][C:37]([OH:43])([CH3:42])[CH2:38][N:39]([CH3:40])[CH3:41])=[CH:34][C:29]([NH:28][C:26]([N:17]2[C:18]3[C:13](=[CH:12][C:11]([CH2:10][OH:9])=[C:20]([CH:21]=[O:22])[N:19]=3)[CH2:14][CH2:15][CH2:16]2)=[O:27])=[N:30][CH:31]=1)#[N:45]. (3) Given the reactants [Li]CCCC.I[C:7]1[CH:17]=[CH:16][CH:15]=[CH:14][C:8]=1[O:9][CH2:10][CH:11]1[CH2:13][O:12]1, predict the reaction product. The product is: [O:9]1[C:8]2[CH:14]=[CH:15][CH:16]=[CH:17][C:7]=2[CH:11]([CH2:13][OH:12])[CH2:10]1. (4) Given the reactants [CH3:1][O:2][C:3]1[CH:8]=[CH:7][C:6]([C:9]2[N:13]([C:14]3[CH:19]=[CH:18][CH:17]=[CH:16][CH:15]=3)[N:12]=[C:11]([CH2:20][CH2:21][CH:22]=O)[CH:10]=2)=[CH:5][CH:4]=1.[CH3:24][C:25]1[CH:30]=[C:29]([CH3:31])[CH:28]=[CH:27][C:26]=1[N:32]1[CH2:37][CH2:36][NH:35][CH2:34][CH2:33]1.CCN(C(C)C)C(C)C.[BH-](OC(C)=O)(OC(C)=O)OC(C)=O.[Na+], predict the reaction product. The product is: [CH3:1][O:2][C:3]1[CH:4]=[CH:5][C:6]([C:9]2[N:13]([C:14]3[CH:15]=[CH:16][CH:17]=[CH:18][CH:19]=3)[N:12]=[C:11]([CH2:20][CH2:21][CH2:22][N:35]3[CH2:34][CH2:33][N:32]([C:26]4[CH:27]=[CH:28][C:29]([CH3:31])=[CH:30][C:25]=4[CH3:24])[CH2:37][CH2:36]3)[CH:10]=2)=[CH:7][CH:8]=1. (5) Given the reactants [C:1]([C:3]1([NH:6][C:7]([C@@H:9]2[CH2:13][C@@H:12]([S:14]([C:17]3[CH:22]=[CH:21][C:20](Br)=[CH:19][C:18]=3[Cl:24])(=[O:16])=[O:15])[CH2:11][C@H:10]2[C:25]([N:27]2[CH2:31][CH2:30][C:29]([F:33])([F:32])[CH2:28]2)=[O:26])=[O:8])[CH2:5][CH2:4]1)#[N:2].[N:34]1[CH:39]=[CH:38][C:37](B(O)O)=[CH:36][C:35]=1[CH3:43], predict the reaction product. The product is: [C:1]([C:3]1([NH:6][C:7]([C@@H:9]2[CH2:13][C@@H:12]([S:14]([C:17]3[CH:22]=[CH:21][C:20]([C:37]4[CH:38]=[CH:39][N:34]=[C:35]([CH3:43])[CH:36]=4)=[CH:19][C:18]=3[Cl:24])(=[O:16])=[O:15])[CH2:11][C@H:10]2[C:25]([N:27]2[CH2:31][CH2:30][C:29]([F:33])([F:32])[CH2:28]2)=[O:26])=[O:8])[CH2:5][CH2:4]1)#[N:2]. (6) Given the reactants F[C:2](F)(F)[C:3]([OH:5])=O.O=C1CC([O-])=C1.[CH:14]1([NH2+:20][CH:21]2[CH2:26][CH2:25][CH2:24]C[CH2:22]2)[CH2:19]CCCC1.CC1CCCN1, predict the reaction product. The product is: [CH3:22][CH:21]1[CH2:26][CH2:25][CH2:24][N:20]1[C:14]1[CH2:2][C:3](=[O:5])[CH:19]=1. (7) Given the reactants [CH2:1]([C@@:4]1([C:25]2[CH:30]=[CH:29][C:28]([F:31])=[CH:27][CH:26]=2)[O:9][C:8](=[O:10])[N:7]([C@H:11]([C:13]2[CH:18]=[CH:17][C:16]([O:19][CH2:20][C:21]([F:24])([F:23])[F:22])=[CH:15][CH:14]=2)[CH3:12])[CH2:6][CH2:5]1)[CH:2]=[CH2:3].B.C1C[O:36]CC1, predict the reaction product. The product is: [F:31][C:28]1[CH:29]=[CH:30][C:25]([C@:4]2([CH2:1][CH2:2][CH2:3][OH:36])[O:9][C:8](=[O:10])[N:7]([C@H:11]([C:13]3[CH:14]=[CH:15][C:16]([O:19][CH2:20][C:21]([F:23])([F:24])[F:22])=[CH:17][CH:18]=3)[CH3:12])[CH2:6][CH2:5]2)=[CH:26][CH:27]=1. (8) Given the reactants [Cl:1][C:2]1[C:24]([O:25][CH2:26][CH3:27])=[CH:23][C:5]([CH2:6][N:7]2[CH2:12][CH2:11][CH:10]([NH:13][C:14]3[CH:22]=[CH:21][C:17]([C:18]([OH:20])=O)=[CH:16][N:15]=3)[CH2:9][CH2:8]2)=[CH:4][C:3]=1[O:28][CH2:29][CH3:30].[NH2:31][CH2:32][CH2:33][OH:34].C(N(C(C)C)C(C)C)C.CN(C(ON1N=NC2C=CC=NC1=2)=[N+](C)C)C.F[P-](F)(F)(F)(F)F, predict the reaction product. The product is: [Cl:1][C:2]1[C:24]([O:25][CH2:26][CH3:27])=[CH:23][C:5]([CH2:6][N:7]2[CH2:8][CH2:9][CH:10]([NH:13][C:14]3[CH:22]=[CH:21][C:17]([C:18]([NH:31][CH2:32][CH2:33][OH:34])=[O:20])=[CH:16][N:15]=3)[CH2:11][CH2:12]2)=[CH:4][C:3]=1[O:28][CH2:29][CH3:30].